Dataset: Human liver microsome stability data. Task: Regression/Classification. Given a drug SMILES string, predict its absorption, distribution, metabolism, or excretion properties. Task type varies by dataset: regression for continuous measurements (e.g., permeability, clearance, half-life) or binary classification for categorical outcomes (e.g., BBB penetration, CYP inhibition). Dataset: hlm. The molecule is CN(c1ccc2c(c1)S(=O)(=O)NC(c1c(O)c3cccn3n(Cc3ccc(F)cc3)c1=O)=N2)S(C)(=O)=O. The result is 0 (unstable in human liver microsomes).